From a dataset of Reaction yield outcomes from USPTO patents with 853,638 reactions. Predict the reaction yield, written as a fraction of the theoretical maximum amount of product (1.0 means a 100% yield; for example, 0.34 means a 34% yield). (1) The reactants are [N+:1]([C:4]1[CH:9]=[CH:8][C:7]([OH:10])=[CH:6][CH:5]=1)([O-:3])=[O:2].Cl[CH2:12][CH2:13][C:14]([OH:16])=[O:15].[OH-].[K+].Cl. The catalyst is O.C(O)C. The product is [N+:1]([C:4]1[CH:9]=[CH:8][C:7]([O:10][CH2:12][CH2:13][C:14]([OH:16])=[O:15])=[CH:6][CH:5]=1)([O-:3])=[O:2]. The yield is 0.250. (2) The reactants are [CH3:1][N:2]1[C:10]2[CH:9]=[C:8]([N:11]3[CH:16]=[CH:15][C:14]([C:17]4[CH:18]=[N:19][C:20]([C:23]([F:26])([F:25])[F:24])=[CH:21][CH:22]=4)=[N:13][C:12]3=[O:27])[CH:7]=[CH:6][C:5]=2[C:4]2[CH2:28][CH2:29][N:30](C(OC(C)(C)C)=O)[CH2:31][CH2:32][C:3]1=2.[ClH:40]. The catalyst is ClCCl. The product is [ClH:40].[CH3:1][N:2]1[C:10]2[CH:9]=[C:8]([N:11]3[CH:16]=[CH:15][C:14]([C:17]4[CH:18]=[N:19][C:20]([C:23]([F:24])([F:25])[F:26])=[CH:21][CH:22]=4)=[N:13][C:12]3=[O:27])[CH:7]=[CH:6][C:5]=2[C:4]2[CH2:28][CH2:29][NH:30][CH2:31][CH2:32][C:3]1=2. The yield is 0.940.